Dataset: Full USPTO retrosynthesis dataset with 1.9M reactions from patents (1976-2016). Task: Predict the reactants needed to synthesize the given product. The reactants are: [CH3:1][O:2][C:3]1[CH:12]=[CH:11][CH:10]=[C:9]2[C:4]=1[C:5](=O)[CH:6]=[CH:7][NH:8]2.P(Br)(Br)[Br:15].O.C(=O)(O)[O-].[Na+]. Given the product [Br:15][C:5]1[C:4]2[C:9](=[CH:10][CH:11]=[CH:12][C:3]=2[O:2][CH3:1])[N:8]=[CH:7][CH:6]=1, predict the reactants needed to synthesize it.